From a dataset of Forward reaction prediction with 1.9M reactions from USPTO patents (1976-2016). Predict the product of the given reaction. (1) The product is: [F:31][C@H:29]1[CH2:28][N:27]([C:32]([O:34][C:35]([CH3:36])([CH3:38])[CH3:37])=[O:33])[C@H:26]([C:24](=[O:25])[NH:23][CH2:22][C:17]2[CH:16]=[C:15]([C:6]3[CH:5]=[N:4][C:3]([C:2]([F:13])([F:12])[F:1])=[N:8][CH:7]=3)[CH:20]=[C:19]([CH3:21])[N:18]=2)[CH2:30]1. Given the reactants [F:1][C:2]([F:13])([F:12])[C:3]1[N:8]=[CH:7][C:6](B(O)O)=[CH:5][N:4]=1.Br[C:15]1[CH:20]=[C:19]([CH3:21])[N:18]=[C:17]([CH2:22][NH:23][C:24]([C@@H:26]2[CH2:30][C@@H:29]([F:31])[CH2:28][N:27]2[C:32]([O:34][C:35]([CH3:38])([CH3:37])[CH3:36])=[O:33])=[O:25])[CH:16]=1.C(=O)([O-])[O-].[Cs+].[Cs+], predict the reaction product. (2) The product is: [Br:10][C:8]1[CH:7]=[C:4]([C:5]#[N:6])[CH:3]=[C:2]([C:11]2[CH:16]=[CH:15][CH:14]=[CH:13][CH:12]=2)[CH:9]=1. Given the reactants Br[C:2]1[CH:3]=[C:4]([CH:7]=[C:8]([Br:10])[CH:9]=1)[C:5]#[N:6].[C:11]1(B(O)O)[CH:16]=[CH:15][CH:14]=[CH:13][CH:12]=1.C([O-])([O-])=O.[K+].[K+], predict the reaction product. (3) Given the reactants [OH-].[Li+].[C:3]([N:6]1[C:15]2[C:10](=[CH:11][C:12]([C:16]3[CH:21]=[CH:20][C:19]([CH2:22][CH2:23][C:24]([O:26]CC)=[O:25])=[CH:18][CH:17]=3)=[CH:13][CH:14]=2)[C@H:9]([NH:29][C:30]([O:32][CH:33]([CH3:35])[CH3:34])=[O:31])[CH2:8][C@@H:7]1[CH3:36])(=[O:5])[CH3:4], predict the reaction product. The product is: [C:3]([N:6]1[C:15]2[C:10](=[CH:11][C:12]([C:16]3[CH:21]=[CH:20][C:19]([CH2:22][CH2:23][C:24]([OH:26])=[O:25])=[CH:18][CH:17]=3)=[CH:13][CH:14]=2)[C@H:9]([NH:29][C:30]([O:32][CH:33]([CH3:35])[CH3:34])=[O:31])[CH2:8][C@@H:7]1[CH3:36])(=[O:5])[CH3:4].